From a dataset of Forward reaction prediction with 1.9M reactions from USPTO patents (1976-2016). Predict the product of the given reaction. (1) Given the reactants [C:1]([C:3]1[C:4]([I:17])=[C:5]([C:12]([O:14][CH2:15][CH3:16])=[O:13])[S:6][C:7]=1S(C)(=O)=O)#[N:2].[CH3:18][O:19][C:20]1[CH:27]=[C:26]([O:28][CH3:29])[CH:25]=[CH:24][C:21]=1[CH2:22][NH2:23], predict the reaction product. The product is: [C:1]([C:3]1[C:4]([I:17])=[C:5]([C:12]([O:14][CH2:15][CH3:16])=[O:13])[S:6][C:7]=1[NH:23][CH2:22][C:21]1[CH:24]=[CH:25][C:26]([O:28][CH3:29])=[CH:27][C:20]=1[O:19][CH3:18])#[N:2]. (2) Given the reactants [CH:1]1([NH:4][C:5](=[O:15])[C:6]2[CH:11]=[CH:10][C:9]([O:12][CH3:13])=[CH:8][C:7]=2[OH:14])[CH2:3][CH2:2]1.[O:16]1[CH2:18][C@H:17]1[CH2:19]OS(C1C=CC=C([N+]([O-])=O)C=1)(=O)=O.C([O-])([O-])=O.[Cs+].[Cs+], predict the reaction product. The product is: [CH:1]1([NH:4][C:5](=[O:15])[C:6]2[CH:11]=[CH:10][C:9]([O:12][CH3:13])=[CH:8][C:7]=2[O:14][CH2:19][C@@H:17]2[CH2:18][O:16]2)[CH2:2][CH2:3]1. (3) Given the reactants [CH3:1][C:2]1([CH3:18])[C:6]([CH3:8])([CH3:7])[O:5][B:4]([C:9]2[CH:17]=[CH:16][C:12]([C:13]([OH:15])=O)=[CH:11][CH:10]=2)[O:3]1.Cl.[F:20][C:21]1([F:25])[CH2:24][NH:23][CH2:22]1.CCN(C(C)C)C(C)C.CN(C(ON1N=NC2C=CC=NC1=2)=[N+](C)C)C.F[P-](F)(F)(F)(F)F, predict the reaction product. The product is: [F:20][C:21]1([F:25])[CH2:24][N:23]([C:13]([C:12]2[CH:11]=[CH:10][C:9]([B:4]3[O:5][C:6]([CH3:7])([CH3:8])[C:2]([CH3:1])([CH3:18])[O:3]3)=[CH:17][CH:16]=2)=[O:15])[CH2:22]1. (4) Given the reactants C(NC1C=C(OC)C=CC=1C1CCC2C(=CC=C(OC)C=2)C1)C.Cl.C(Cl)(=O)C1C=CN=CC=1.[CH2:34]([N:36]([C:45]1[CH:50]=[C:49]([O:51][CH3:52])[CH:48]=[CH:47][C:46]=1[CH:53]1[CH2:62][CH2:61][C:60]2[C:55](=[CH:56][CH:57]=[C:58]([O:63][CH3:64])[CH:59]=2)[CH2:54]1)[C:37]([C:39]1[CH:44]=[CH:43][N:42]=[CH:41][CH:40]=1)=O)[CH3:35], predict the reaction product. The product is: [CH2:34]([N:36]([C:45]1[CH:50]=[C:49]([O:51][CH3:52])[CH:48]=[CH:47][C:46]=1[CH:53]1[CH2:62][CH2:61][C:60]2[C:55](=[CH:56][CH:57]=[C:58]([O:63][CH3:64])[CH:59]=2)[CH2:54]1)[CH2:37][C:39]1[CH:40]=[CH:41][N:42]=[CH:43][CH:44]=1)[CH3:35].